From a dataset of Full USPTO retrosynthesis dataset with 1.9M reactions from patents (1976-2016). Predict the reactants needed to synthesize the given product. (1) Given the product [CH3:25][O:24][C:17]1[CH:18]=[N:19][CH:20]=[C:21]([O:22][CH3:23])[C:16]=1[O:10][CH2:9][C:8]1[CH:11]=[CH:12][C:5]([O:4][CH3:3])=[CH:6][CH:7]=1, predict the reactants needed to synthesize it. The reactants are: [H-].[Na+].[CH3:3][O:4][C:5]1[CH:12]=[CH:11][C:8]([CH2:9][OH:10])=[CH:7][CH:6]=1.[H][H].Br[C:16]1[C:21]([O:22][CH3:23])=[CH:20][N:19]=[CH:18][C:17]=1[O:24][CH3:25]. (2) Given the product [C:16]12([C:14](=[O:15])[CH2:13][O:12][C:9]3[CH:10]=[CH:11][C:6]([C:5]([OH:26])=[O:4])=[CH:7][CH:8]=3)[CH2:23][CH:22]3[CH2:21][CH:20]([CH2:19][CH:18]([CH2:24]3)[CH2:17]1)[CH2:25]2, predict the reactants needed to synthesize it. The reactants are: [Li+].[OH-].C[O:4][C:5](=[O:26])[C:6]1[CH:11]=[CH:10][C:9]([O:12][CH2:13][C:14]([C:16]23[CH2:25][CH:20]4[CH2:21][CH:22]([CH2:24][CH:18]([CH2:19]4)[CH2:17]2)[CH2:23]3)=[O:15])=[CH:8][CH:7]=1. (3) Given the product [CH2:1]([O:3][C:4](=[O:20])[CH2:5][C:11]1[CH:16]=[CH:15][N:14]=[C:13]2[CH:17]=[CH:18][S:19][C:12]=12)[CH3:2], predict the reactants needed to synthesize it. The reactants are: [CH2:1]([O:3][C:4](=[O:20])[CH:5]([C:11]1[CH:16]=[CH:15][N:14]=[C:13]2[CH:17]=[CH:18][S:19][C:12]=12)C(OCC)=O)[CH3:2].O.[Cl-].[Li+]. (4) Given the product [CH2:1]([NH:6][C:7]([C:9]1[N:10]=[N:11][C:12]([N:18]2[CH2:19][CH:20]([CH3:23])[N:21]([C:35](=[O:36])[C:34]3[CH:38]=[CH:39][CH:40]=[CH:41][C:33]=3[C:32]([F:31])([F:42])[F:43])[CH2:22][CH:17]2[CH3:16])=[CH:13][CH:14]=1)=[O:8])[CH2:2][CH2:3][CH2:4][CH3:5], predict the reactants needed to synthesize it. The reactants are: [CH2:1]([NH:6][C:7]([C:9]1[N:10]=[N:11][C:12](Cl)=[CH:13][CH:14]=1)=[O:8])[CH2:2][CH2:3][CH2:4][CH3:5].[CH3:16][CH:17]1[CH2:22][NH:21][CH:20]([CH3:23])[CH2:19][NH:18]1.C(N(CC)CC)C.[F:31][C:32]([F:43])([F:42])[C:33]1[CH:41]=[CH:40][CH:39]=[CH:38][C:34]=1[C:35](Cl)=[O:36]. (5) Given the product [CH3:2][N:3]([CH3:20])[C:4]1([C:14]2[CH:15]=[N:16][CH:17]=[CH:18][CH:19]=2)[CH2:13][CH2:12][C:7](=[O:8])[CH2:6][CH2:5]1, predict the reactants needed to synthesize it. The reactants are: Cl.[CH3:2][N:3]([CH3:20])[C:4]1([C:14]2[CH:15]=[N:16][CH:17]=[CH:18][CH:19]=2)[CH2:13][CH2:12][C:7]2(OCC[O:8]2)[CH2:6][CH2:5]1. (6) Given the product [C:20]([O:19][C:17]([N:13]1[CH2:14][CH2:15][CH2:16][C@@H:12]1[C:6]1[N:7]([CH3:11])[C:8]2[C:4]([CH:5]=1)=[CH:3][C:2]([C:37]1[C:45]([CH2:46][CH3:47])=[CH:44][C:40]([C:41]([O:43][CH3:24])=[O:42])=[C:39]([O:48][CH3:49])[N:38]=1)=[CH:10][CH:9]=2)=[O:18])([CH3:23])([CH3:22])[CH3:21], predict the reactants needed to synthesize it. The reactants are: Br[C:2]1[CH:3]=[C:4]2[C:8](=[CH:9][CH:10]=1)[N:7]([CH3:11])[C:6]([C@H:12]1[CH2:16][CH2:15][CH2:14][N:13]1[C:17]([O:19][C:20]([CH3:23])([CH3:22])[CH3:21])=[O:18])=[CH:5]2.[CH3:24]C([O-])=O.[K+].[Br-].C([O-])([O-])=O.[K+].[K+].Cl[C:37]1[C:45]([CH2:46][CH3:47])=[CH:44][C:40]([C:41]([O-:43])=[O:42])=[C:39]([O:48][CH3:49])[N:38]=1.